Dataset: CYP3A4 substrate classification data from Carbon-Mangels et al.. Task: Regression/Classification. Given a drug SMILES string, predict its absorption, distribution, metabolism, or excretion properties. Task type varies by dataset: regression for continuous measurements (e.g., permeability, clearance, half-life) or binary classification for categorical outcomes (e.g., BBB penetration, CYP inhibition). Dataset: cyp3a4_substrate_carbonmangels. (1) The result is 0 (non-substrate). The compound is CC(C)(C)NC[C@@H](O)c1ccc(O)c(CO)c1. (2) The molecule is CN(C)c1ccc([C@H]2C[C@@]3(C)[C@@H](CC[C@]3(O)CCCO)[C@@H]3CCC4=CC(=O)CCC4=C32)cc1. The result is 1 (substrate). (3) The molecule is CC1=C(C)C(=O)C([C@@H](CCCCCC(=O)O)c2ccccc2)=C(C)C1=O. The result is 1 (substrate). (4) The molecule is Cc1nc2n(c(=O)c1CCN1CCC(c3noc4cc(F)ccc34)CC1)CCCC2. The result is 1 (substrate).